The task is: Regression. Given a peptide amino acid sequence and an MHC pseudo amino acid sequence, predict their binding affinity value. This is MHC class I binding data.. This data is from Peptide-MHC class I binding affinity with 185,985 pairs from IEDB/IMGT. (1) The peptide sequence is IRFEPGDET. The MHC is HLA-B27:05 with pseudo-sequence HLA-B27:05. The binding affinity (normalized) is 0.292. (2) The binding affinity (normalized) is 0.0847. The MHC is HLA-B51:01 with pseudo-sequence HLA-B51:01. The peptide sequence is TPVMSRFAA. (3) The peptide sequence is CFVRSSPAS. The MHC is H-2-Db with pseudo-sequence H-2-Db. The binding affinity (normalized) is 0. (4) The peptide sequence is RPMTYKAAV. The MHC is HLA-A33:01 with pseudo-sequence HLA-A33:01. The binding affinity (normalized) is 0.